From a dataset of Catalyst prediction with 721,799 reactions and 888 catalyst types from USPTO. Predict which catalyst facilitates the given reaction. (1) Reactant: [F:1][C:2]([F:35])([CH2:27][O:28][C:29]1[CH:34]=[CH:33][CH:32]=[CH:31][CH:30]=1)/[CH:3]=[CH:4]/[C@H:5]1[C@H:9]([O:10][CH:11]2[CH2:16][CH2:15][CH2:14][CH2:13][O:12]2)[CH2:8][C@H:7](O)[C@@H:6]1[CH2:18]/[CH:19]=[CH:20]\[CH2:21][CH2:22][CH2:23][C:24]([OH:26])=[O:25].C1C=C(SSC2N=CC=CC=2)N=CC=1.C1(P(C2C=CC=CC=2)C2C=CC=CC=2)C=CC=CC=1. Product: [F:1][C:2]([F:35])([CH2:27][O:28][C:29]1[CH:34]=[CH:33][CH:32]=[CH:31][CH:30]=1)/[CH:3]=[CH:4]/[C@@H:5]1[C@@H:6]2[C@@H:7]([O:25][C:24](=[O:26])[CH2:23][CH2:22][CH2:21][CH:20]=[CH:19][CH2:18]2)[CH2:8][C@H:9]1[O:10][CH:11]1[CH2:16][CH2:15][CH2:14][CH2:13][O:12]1. The catalyst class is: 113. (2) Reactant: [Si:1]([O:18][CH2:19][CH2:20][CH2:21][CH:22]([OH:25])[CH2:23][CH3:24])([C:14]([CH3:17])([CH3:16])[CH3:15])([C:8]1[CH:13]=[CH:12][CH:11]=[CH:10][CH:9]=1)[C:2]1[CH:7]=[CH:6][CH:5]=[CH:4][CH:3]=1.[Si](OCCCC=O)(C(C)(C)C)(C1C=CC=CC=1)[C:27]1C=CC=CC=1.[Br-]. Product: [Si:1]([O:18][CH2:19][CH2:20][CH2:21][CH:22]([CH:23]1[CH2:27][CH2:24]1)[OH:25])([C:14]([CH3:16])([CH3:17])[CH3:15])([C:8]1[CH:9]=[CH:10][CH:11]=[CH:12][CH:13]=1)[C:2]1[CH:3]=[CH:4][CH:5]=[CH:6][CH:7]=1. The catalyst class is: 1. (3) Reactant: [Cl:1][C:2]1[CH:14]=[C:13]([Cl:15])[C:12]([O:16][C:17]2[N:21]([CH3:22])[N:20]=[C:19]([CH3:23])[C:18]=2[CH2:24][OH:25])=[CH:11][C:3]=1[O:4][C@@H:5]([CH3:10])[C:6]([O:8]C)=[O:7].[C:26]1(O)[CH:31]=[CH:30][CH:29]=[CH:28][CH:27]=1.C1(P(C2C=CC=CC=2)C2C=CC=CC=2)C=CC=CC=1.N(C(OCC)=O)=NC(OCC)=O. Product: [Cl:1][C:2]1[CH:14]=[C:13]([Cl:15])[C:12]([O:16][C:17]2[N:21]([CH3:22])[N:20]=[C:19]([CH3:23])[C:18]=2[CH2:24][O:25][C:26]2[CH:31]=[CH:30][CH:29]=[CH:28][CH:27]=2)=[CH:11][C:3]=1[O:4][C@@H:5]([CH3:10])[C:6]([OH:8])=[O:7]. The catalyst class is: 7. (4) Reactant: [OH-].[K+].[CH3:3][C:4]1[N:5]=[C:6]([CH2:9][CH2:10][CH3:11])[NH:7][CH:8]=1.CN(C)C=O.Cl[C:18]1[C:23]([N+:24]([O-:26])=[O:25])=[CH:22][CH:21]=[C:20]([O:27][CH3:28])[N:19]=1. Product: [CH3:28][O:27][C:20]1[N:19]=[C:18]([N:7]2[CH:8]=[C:4]([CH3:3])[N:5]=[C:6]2[CH2:9][CH2:10][CH3:11])[C:23]([N+:24]([O-:26])=[O:25])=[CH:22][CH:21]=1. The catalyst class is: 6.